From a dataset of NCI-60 drug combinations with 297,098 pairs across 59 cell lines. Regression. Given two drug SMILES strings and cell line genomic features, predict the synergy score measuring deviation from expected non-interaction effect. (1) Drug 1: CC1=C(C(=CC=C1)Cl)NC(=O)C2=CN=C(S2)NC3=CC(=NC(=N3)C)N4CCN(CC4)CCO. Drug 2: CC1=C(C(=O)C2=C(C1=O)N3CC4C(C3(C2COC(=O)N)OC)N4)N. Cell line: SNB-19. Synergy scores: CSS=31.1, Synergy_ZIP=-9.07, Synergy_Bliss=2.06, Synergy_Loewe=-2.45, Synergy_HSA=2.38. (2) Drug 1: CC(C1=C(C=CC(=C1Cl)F)Cl)OC2=C(N=CC(=C2)C3=CN(N=C3)C4CCNCC4)N. Drug 2: C1CN1P(=S)(N2CC2)N3CC3. Cell line: SF-295. Synergy scores: CSS=29.2, Synergy_ZIP=-8.25, Synergy_Bliss=-1.62, Synergy_Loewe=-17.8, Synergy_HSA=0.251. (3) Synergy scores: CSS=-5.52, Synergy_ZIP=3.64, Synergy_Bliss=-1.03, Synergy_Loewe=-6.95, Synergy_HSA=-6.24. Cell line: MDA-MB-435. Drug 2: COCCOC1=C(C=C2C(=C1)C(=NC=N2)NC3=CC=CC(=C3)C#C)OCCOC.Cl. Drug 1: CC1=CC2C(CCC3(C2CCC3(C(=O)C)OC(=O)C)C)C4(C1=CC(=O)CC4)C. (4) Drug 1: COC1=CC(=CC(=C1O)OC)C2C3C(COC3=O)C(C4=CC5=C(C=C24)OCO5)OC6C(C(C7C(O6)COC(O7)C8=CC=CS8)O)O. Drug 2: CCC1(C2=C(COC1=O)C(=O)N3CC4=CC5=C(C=CC(=C5CN(C)C)O)N=C4C3=C2)O.Cl. Cell line: OVCAR-5. Synergy scores: CSS=14.6, Synergy_ZIP=-5.43, Synergy_Bliss=-2.55, Synergy_Loewe=-0.535, Synergy_HSA=-0.576. (5) Drug 1: CCC1(CC2CC(C3=C(CCN(C2)C1)C4=CC=CC=C4N3)(C5=C(C=C6C(=C5)C78CCN9C7C(C=CC9)(C(C(C8N6C)(C(=O)OC)O)OC(=O)C)CC)OC)C(=O)OC)O.OS(=O)(=O)O. Drug 2: C1=CC=C(C=C1)NC(=O)CCCCCCC(=O)NO. Cell line: A498. Synergy scores: CSS=12.7, Synergy_ZIP=-3.90, Synergy_Bliss=-2.23, Synergy_Loewe=-0.562, Synergy_HSA=-0.373. (6) Drug 1: CNC(=O)C1=CC=CC=C1SC2=CC3=C(C=C2)C(=NN3)C=CC4=CC=CC=N4. Drug 2: CCCCC(=O)OCC(=O)C1(CC(C2=C(C1)C(=C3C(=C2O)C(=O)C4=C(C3=O)C=CC=C4OC)O)OC5CC(C(C(O5)C)O)NC(=O)C(F)(F)F)O. Cell line: EKVX. Synergy scores: CSS=3.44, Synergy_ZIP=-2.83, Synergy_Bliss=-3.50, Synergy_Loewe=-1.47, Synergy_HSA=-2.08. (7) Drug 1: C1C(C(OC1N2C=C(C(=O)NC2=O)F)CO)O. Drug 2: CC1=C(C(=CC=C1)Cl)NC(=O)C2=CN=C(S2)NC3=CC(=NC(=N3)C)N4CCN(CC4)CCO. Cell line: SW-620. Synergy scores: CSS=22.2, Synergy_ZIP=-11.5, Synergy_Bliss=0.503, Synergy_Loewe=0.118, Synergy_HSA=0.205. (8) Drug 1: C1CC(=O)NC(=O)C1N2CC3=C(C2=O)C=CC=C3N. Drug 2: C1=CN(C(=O)N=C1N)C2C(C(C(O2)CO)O)O.Cl. Cell line: KM12. Synergy scores: CSS=-0.407, Synergy_ZIP=-4.44, Synergy_Bliss=-8.54, Synergy_Loewe=-6.41, Synergy_HSA=-6.37. (9) Drug 1: CC(C)NC(=O)C1=CC=C(C=C1)CNNC.Cl. Drug 2: CC1C(C(CC(O1)OC2CC(CC3=C2C(=C4C(=C3O)C(=O)C5=CC=CC=C5C4=O)O)(C(=O)C)O)N)O. Cell line: K-562. Synergy scores: CSS=33.3, Synergy_ZIP=2.35, Synergy_Bliss=2.76, Synergy_Loewe=-6.03, Synergy_HSA=2.48. (10) Drug 1: C1=CC(=CC=C1CCCC(=O)O)N(CCCl)CCCl. Drug 2: CS(=O)(=O)OCCCCOS(=O)(=O)C. Cell line: SF-295. Synergy scores: CSS=39.8, Synergy_ZIP=-2.43, Synergy_Bliss=-1.04, Synergy_Loewe=-1.95, Synergy_HSA=0.836.